Task: Predict the product of the given reaction.. Dataset: Forward reaction prediction with 1.9M reactions from USPTO patents (1976-2016) (1) Given the reactants [OH:1][CH:2]1[CH2:5][N:4]([C:6]([O:8][CH2:9][C:10]2[CH:15]=[CH:14][CH:13]=[CH:12][CH:11]=2)=[O:7])[CH2:3]1.S(=O)(=O)=O.N1C=CC=CC=1.C(N(CC)CC)C, predict the reaction product. The product is: [O:1]=[C:2]1[CH2:5][N:4]([C:6]([O:8][CH2:9][C:10]2[CH:15]=[CH:14][CH:13]=[CH:12][CH:11]=2)=[O:7])[CH2:3]1. (2) The product is: [C:1]([O:5][C:6](=[O:20])[NH:7][C@@H:8]1[C:14](=[O:15])[N:13]([CH2:44][C:39]2[C:40]3[C:35](=[C:34]([Br:33])[CH:43]=[CH:42][CH:41]=3)[CH:36]=[CH:37][C:38]=2[O:46][CH3:47])[C:12]2[CH:16]=[CH:17][CH:18]=[CH:19][C:11]=2[NH:10][CH2:9]1)([CH3:4])([CH3:2])[CH3:3]. Given the reactants [C:1]([O:5][C:6](=[O:20])[NH:7][C@@H:8]1[C:14](=[O:15])[NH:13][C:12]2[CH:16]=[CH:17][CH:18]=[CH:19][C:11]=2[NH:10][CH2:9]1)([CH3:4])([CH3:3])[CH3:2].[Li+].C[Si]([N-][Si](C)(C)C)(C)C.[I-].[Na+].[Br:33][C:34]1[CH:43]=[CH:42][CH:41]=[C:40]2[C:35]=1[CH:36]=[CH:37][C:38]([O:46][CH3:47])=[C:39]2[CH2:44]Cl, predict the reaction product. (3) Given the reactants [CH3:1][C:2]1[S:6][CH:5]=[C:4]([S:7]([NH2:10])(=[O:9])=[O:8])[CH:3]=1.Cl[C:12](OC1C=CC=CC=1)=[O:13].C(N(CC)CC)C.[Br:28][C:29]1[S:33][C:32]([NH2:34])=[N:31][C:30]=1[CH2:35][CH3:36], predict the reaction product. The product is: [Br:28][C:29]1[S:33][C:32]([NH:34][C:12]([NH:10][S:7]([C:4]2[CH:3]=[C:2]([CH3:1])[S:6][CH:5]=2)(=[O:9])=[O:8])=[O:13])=[N:31][C:30]=1[CH2:35][CH3:36]. (4) Given the reactants [F:1][C:2]1[CH:7]=[CH:6][C:5]([N:8]2[C:12]3=[CH:13][N:14]=[N:15][C:16]([C:17]([OH:19])=O)=[C:11]3[CH:10]=[N:9]2)=[CH:4][CH:3]=1.FC(F)(F)C(O)=O.[CH3:27][S:28]([C:31]1[CH:36]=[C:35]([CH2:37][NH2:38])[CH:34]=[CH:33][N:32]=1)(=[O:30])=[O:29].CCN(C(C)C)C(C)C.CN(C(ON1N=NC2C=CC=CC1=2)=[N+](C)C)C.[B-](F)(F)(F)F, predict the reaction product. The product is: [CH3:27][S:28]([C:31]1[CH:36]=[C:35]([CH2:37][NH:38][C:17]([C:16]2[N:15]=[N:14][CH:13]=[C:12]3[N:8]([C:5]4[CH:4]=[CH:3][C:2]([F:1])=[CH:7][CH:6]=4)[N:9]=[CH:10][C:11]=23)=[O:19])[CH:34]=[CH:33][N:32]=1)(=[O:30])=[O:29].